This data is from Full USPTO retrosynthesis dataset with 1.9M reactions from patents (1976-2016). The task is: Predict the reactants needed to synthesize the given product. (1) Given the product [N:28]1([C@H:32]2[CH2:37][CH2:36][N:35]([CH2:11][C:9]3[S:10][C:5]4[C:4]([N:22]5[CH2:27][CH2:26][O:25][CH2:24][CH2:23]5)=[N:3][C:2]([Cl:1])=[N:7][C:6]=4[CH:8]=3)[CH2:34][C@H:33]2[F:38])[CH2:29][CH2:30][CH2:31]1, predict the reactants needed to synthesize it. The reactants are: [Cl:1][C:2]1[N:3]=[C:4]([N:22]2[CH2:27][CH2:26][O:25][CH2:24][CH2:23]2)[C:5]2[S:10][C:9]([CH2:11]N3CC4(CCN(C)CC4)C3)=[CH:8][C:6]=2[N:7]=1.[N:28]1([C@H:32]2[CH2:37][CH2:36][NH:35][CH2:34][C@H:33]2[F:38])[CH2:31][CH2:30][CH2:29]1. (2) The reactants are: [F:1][C:2]1[CH:7]=[CH:6][C:5]([C:8]2[CH2:13][CH2:12][N:11]([C:14]([O:16][C:17]([CH3:20])([CH3:19])[CH3:18])=[O:15])[CH2:10][CH:9]=2)=[CH:4][CH:3]=1. Given the product [F:1][C:2]1[CH:7]=[CH:6][C:5]([CH:8]2[CH2:9][CH2:10][N:11]([C:14]([O:16][C:17]([CH3:20])([CH3:19])[CH3:18])=[O:15])[CH2:12][CH2:13]2)=[CH:4][CH:3]=1, predict the reactants needed to synthesize it. (3) The reactants are: [NH2:1][C:2]1[C:3]([O:8][CH3:9])=[N:4][CH:5]=[CH:6][CH:7]=1.[N-:10]([C:13]#[N:14])[C:11]#[N:12].[Na+]. Given the product [C:11]([N:10]=[C:13]([NH2:14])[NH:1][C:2]1[C:3]([O:8][CH3:9])=[N:4][CH:5]=[CH:6][CH:7]=1)#[N:12], predict the reactants needed to synthesize it. (4) Given the product [O:16]=[C:12]1[NH:11][C:10]2[C:17]3[C:22]([CH:23]=[CH:24][C:9]=2[N:8]([C:5]2[CH:6]=[CH:7][C:2]([NH:1][C:32]([NH:31][C:26]4[CH:27]=[CH:28][CH:29]=[CH:30][C:25]=4[CH3:34])=[S:33])=[CH:3][CH:4]=2)[C:14](=[O:15])[CH2:13]1)=[CH:21][CH:20]=[CH:19][CH:18]=3, predict the reactants needed to synthesize it. The reactants are: [NH2:1][C:2]1[CH:7]=[CH:6][C:5]([N:8]2[C:14](=[O:15])[CH2:13][C:12](=[O:16])[NH:11][C:10]3[C:17]4[C:22]([CH:23]=[CH:24][C:9]2=3)=[CH:21][CH:20]=[CH:19][CH:18]=4)=[CH:4][CH:3]=1.[C:25]1([CH3:34])[C:26]([N:31]=[C:32]=[S:33])=[CH:27][CH:28]=[CH:29][CH:30]=1. (5) Given the product [NH2:10][C:9]1[CH:8]=[C:7]([N:13]2[C:14](=[O:23])[C:15]3[C:20](=[CH:19][CH:18]=[CH:17][CH:16]=3)[C:21]2=[O:22])[CH:6]=[C:5]([C:24]([F:25])([F:26])[F:27])[C:4]=1[CH:1]1[CH2:3][CH2:2]1, predict the reactants needed to synthesize it. The reactants are: [CH:1]1([C:4]2[C:9]([N+:10]([O-])=O)=[CH:8][C:7]([N:13]3[C:21](=[O:22])[C:20]4[C:15](=[CH:16][CH:17]=[CH:18][CH:19]=4)[C:14]3=[O:23])=[CH:6][C:5]=2[C:24]([F:27])([F:26])[F:25])[CH2:3][CH2:2]1.O.O.Cl[Sn]Cl.Cl.